This data is from Forward reaction prediction with 1.9M reactions from USPTO patents (1976-2016). The task is: Predict the product of the given reaction. Given the reactants FC(F)(F)C(O)=O.C(OC([N:15]1[CH2:20][C:19](=[O:21])[N:18]([C:22]2[CH:27]=[C:26]([F:28])[CH:25]=[CH:24][C:23]=2[Cl:29])[CH2:17][C:16]1([CH3:31])[CH3:30])=O)(C)(C)C, predict the reaction product. The product is: [Cl:29][C:23]1[CH:24]=[CH:25][C:26]([F:28])=[CH:27][C:22]=1[N:18]1[CH2:17][C:16]([CH3:30])([CH3:31])[NH:15][CH2:20][C:19]1=[O:21].